From a dataset of Peptide-MHC class I binding affinity with 185,985 pairs from IEDB/IMGT. Regression. Given a peptide amino acid sequence and an MHC pseudo amino acid sequence, predict their binding affinity value. This is MHC class I binding data. (1) The MHC is HLA-B08:01 with pseudo-sequence HLA-B08:01. The peptide sequence is RRVRDNMTK. The binding affinity (normalized) is 0.0847. (2) The peptide sequence is FIPIYDLL. The MHC is H-2-Kb with pseudo-sequence H-2-Kb. The binding affinity (normalized) is 0.274. (3) The peptide sequence is EVCQATSQY. The MHC is HLA-A24:03 with pseudo-sequence HLA-A24:03. The binding affinity (normalized) is 0.213. (4) The peptide sequence is YLHRDIFDI. The MHC is HLA-A24:03 with pseudo-sequence HLA-A24:03. The binding affinity (normalized) is 0.0847.